This data is from Catalyst prediction with 721,799 reactions and 888 catalyst types from USPTO. The task is: Predict which catalyst facilitates the given reaction. (1) Reactant: [CH3:1][C@@H:2]([C@H:7]([C:11]1[CH:16]=[CH:15][C:14]([O:17]CC2C=CC=CC=2)=[CH:13][CH:12]=1)/[CH:8]=[CH:9]\[CH3:10])[C:3]([O:5][CH3:6])=[O:4].ClB(Cl)Cl.CSC.C(=O)(O)[O-].[Na+]. Product: [OH:17][C:14]1[CH:13]=[CH:12][C:11]([C@H:7](/[CH:8]=[CH:9]\[CH3:10])[C@H:2]([CH3:1])[C:3]([O:5][CH3:6])=[O:4])=[CH:16][CH:15]=1. The catalyst class is: 91. (2) Reactant: [CH3:1][C@H:2]1[CH2:7][CH2:6][C@H:5]([C:8]([N:10]([CH:23]([CH3:25])[CH3:24])[C:11]2[CH:12]=[C:13](B(O)O)[S:14][C:15]=2[C:16]([O:18][CH3:19])=[O:17])=[O:9])[CH2:4][CH2:3]1.Br[C:27]1[CH:28]=[CH:29][C:30]([C:33]2[CH:41]=[C:36]3[N:37]=[CH:38][CH:39]=[CH:40][N:35]3[N:34]=2)=[N:31][CH:32]=1.P([O-])([O-])([O-])=O.[K+].[K+].[K+]. Product: [CH3:1][C@H:2]1[CH2:7][CH2:6][C@H:5]([C:8]([N:10]([CH:23]([CH3:25])[CH3:24])[C:11]2[CH:12]=[C:13]([C:27]3[CH:32]=[N:31][C:30]([C:33]4[CH:41]=[C:36]5[N:37]=[CH:38][CH:39]=[CH:40][N:35]5[N:34]=4)=[CH:29][CH:28]=3)[S:14][C:15]=2[C:16]([O:18][CH3:19])=[O:17])=[O:9])[CH2:4][CH2:3]1. The catalyst class is: 70. (3) Reactant: [F:1][C:2]1[CH:17]=[CH:16][C:5]([O:6][CH2:7][CH:8]2[CH2:14][NH:13][CH:12]([CH3:15])[CH2:11][CH2:10][CH2:9]2)=[CH:4][C:3]=1[CH3:18].[CH3:19][C:20]1[CH:21]=[CH:22][C:23]([N:29]2[N:33]=[CH:32][CH:31]=[N:30]2)=[C:24]([CH:28]=1)[C:25](O)=[O:26].C(Cl)CCl.C1C=CC2N(O)N=NC=2C=1.C(N(CC)CC)C. Product: [F:1][C:2]1[CH:17]=[CH:16][C:5]([O:6][CH2:7][CH:8]2[CH2:14][N:13]([C:25](=[O:26])[C:24]3[CH:28]=[C:20]([CH3:19])[CH:21]=[CH:22][C:23]=3[N:29]3[N:33]=[CH:32][CH:31]=[N:30]3)[CH:12]([CH3:15])[CH2:11][CH2:10][CH2:9]2)=[CH:4][C:3]=1[CH3:18]. The catalyst class is: 3.